This data is from Peptide-MHC class II binding affinity with 134,281 pairs from IEDB. The task is: Regression. Given a peptide amino acid sequence and an MHC pseudo amino acid sequence, predict their binding affinity value. This is MHC class II binding data. (1) The peptide sequence is SELYLYKVVKIEPLGVAP. The MHC is HLA-DQA10102-DQB10502 with pseudo-sequence HLA-DQA10102-DQB10502. The binding affinity (normalized) is 0.245. (2) The peptide sequence is ENVLISPVSILSTLS. The MHC is HLA-DPA10201-DPB10501 with pseudo-sequence HLA-DPA10201-DPB10501. The binding affinity (normalized) is 0.311. (3) The peptide sequence is FEIKCTKPEACSGEP. The MHC is HLA-DPA10301-DPB10402 with pseudo-sequence HLA-DPA10301-DPB10402. The binding affinity (normalized) is 0.